This data is from Reaction yield outcomes from USPTO patents with 853,638 reactions. The task is: Predict the reaction yield, written as a fraction of the theoretical maximum amount of product (1.0 means a 100% yield; for example, 0.34 means a 34% yield). (1) The reactants are [H-].[Na+].[NH:3]1[CH:7]=[C:6]([C:8]([O:10][CH2:11][CH3:12])=[O:9])[CH:5]=[N:4]1.[CH2:13](Br)[C:14]1[CH:19]=[CH:18][CH:17]=[CH:16][CH:15]=1. The catalyst is C1COCC1. The product is [CH2:13]([N:3]1[CH:7]=[C:6]([C:8]([O:10][CH2:11][CH3:12])=[O:9])[CH:5]=[N:4]1)[C:14]1[CH:19]=[CH:18][CH:17]=[CH:16][CH:15]=1. The yield is 0.980. (2) The reactants are II.[CH3:3][C@@:4]12[C:12](=[O:13])[CH2:11][CH2:10][C@H:9]1[C@@H:8]1[CH2:14][CH2:15][C:16]3[C@@H:22]([C@H:7]1[CH2:6][CH2:5]2)[CH2:21][CH2:20][C:18](=[O:19])[CH:17]=3.S([O-])([O-])(=[O:25])=S.[Na+].[Na+].[CH3:30][OH:31]. No catalyst specified. The product is [CH3:3][C@@:4]12[C:12](=[O:13])[CH2:11][CH2:10][C@H:9]1[C@@H:8]1[CH2:14][C:15]([C:16]3[CH:17]=[C:18]([OH:19])[CH:20]=[CH:21][C:22]=3[C@H:7]1[CH2:6][CH2:5]2)=[O:25].[CH3:30][O:31][CH3:3]. The yield is 0.810. (3) The product is [CH3:14][O:15][C:16](=[O:25])[CH:17]([NH:18][CH:3]1[CH2:4][CH2:5][C:6]2([CH2:11][CH2:10][CH2:9][CH2:8][CH2:7]2)[CH2:1][CH2:2]1)[CH2:19][C:20]1[N:24]=[CH:23][NH:22][CH:21]=1. No catalyst specified. The yield is 0.750. The reactants are [CH2:1]1[C:6]2([CH2:11][CH2:10][CH2:9][CH2:8][CH2:7]2)[CH2:5][CH2:4][C:3](=O)[CH2:2]1.Cl.[CH3:14][O:15][C:16](=[O:25])[C@H:17]([CH2:19][C:20]1[N:24]=[CH:23][NH:22][CH:21]=1)[NH2:18].[BH-](OC(C)=O)(OC(C)=O)OC(C)=O.[Na+].C(O)=O.C([O-])(O)=O.[Na+]. (4) The reactants are [NH2:1][C:2]1[C:7]([CH2:8][NH2:9])=[C:6]([CH:10]2[CH2:15][CH2:14][CH2:13][N:12]([C:16]([O:18][C:19]([CH3:22])([CH3:21])[CH3:20])=[O:17])[CH2:11]2)[CH:5]=[C:4]([C:23]2[C:28]([OH:29])=[CH:27][CH:26]=[CH:25][C:24]=2[O:30][CH2:31][CH:32]2[CH2:34][CH2:33]2)[N:3]=1.C(N(CC)CC)C.[C:42](OC(=O)C)(=[O:44])[CH3:43]. The catalyst is O1CCCC1. The product is [C:42]([NH:9][CH2:8][C:7]1[C:2]([NH2:1])=[N:3][C:4]([C:23]2[C:28]([OH:29])=[CH:27][CH:26]=[CH:25][C:24]=2[O:30][CH2:31][CH:32]2[CH2:33][CH2:34]2)=[CH:5][C:6]=1[CH:10]1[CH2:15][CH2:14][CH2:13][N:12]([C:16]([O:18][C:19]([CH3:22])([CH3:21])[CH3:20])=[O:17])[CH2:11]1)(=[O:44])[CH3:43]. The yield is 0.550. (5) The reactants are CCN=C=NCCCN(C)C.Cl.C1C=CC2N(O)N=NC=2C=1.[N:23]1[CH:28]=[CH:27][CH:26]=[N:25][C:24]=1[N:29]1[CH:33]=[C:32]([C:34]([OH:36])=O)[C:31]([C:37]([F:40])([F:39])[F:38])=[N:30]1.[NH2:41][CH2:42][CH2:43][NH:44][C:45](=[O:58])[C:46]1[CH:51]=[CH:50][C:49]([O:52][CH2:53][C:54]([F:57])([F:56])[F:55])=[N:48][CH:47]=1. The catalyst is CN(C=O)C.O. The product is [N:25]1[CH:26]=[CH:27][CH:28]=[N:23][C:24]=1[N:29]1[CH:33]=[C:32]([C:34]([NH:41][CH2:42][CH2:43][NH:44][C:45](=[O:58])[C:46]2[CH:51]=[CH:50][C:49]([O:52][CH2:53][C:54]([F:55])([F:56])[F:57])=[N:48][CH:47]=2)=[O:36])[C:31]([C:37]([F:40])([F:39])[F:38])=[N:30]1. The yield is 0.370. (6) The reactants are [CH3:1][O:2][C:3]([C:5]1[N:6]=[CH:7][S:8][C:9]=1Br)=[O:4].[CH:11]1(B(O)O)[CH2:13][CH2:12]1.[O-]P([O-])([O-])=O.[K+].[K+].[K+].C1(C)C=CC=CC=1. The catalyst is O.C1C=CC([P]([Pd]([P](C2C=CC=CC=2)(C2C=CC=CC=2)C2C=CC=CC=2)([P](C2C=CC=CC=2)(C2C=CC=CC=2)C2C=CC=CC=2)[P](C2C=CC=CC=2)(C2C=CC=CC=2)C2C=CC=CC=2)(C2C=CC=CC=2)C2C=CC=CC=2)=CC=1. The product is [CH3:1][O:2][C:3]([C:5]1[N:6]=[CH:7][S:8][C:9]=1[CH:11]1[CH2:13][CH2:12]1)=[O:4]. The yield is 0.510. (7) The catalyst is O.CO. The product is [Br:5][C:6]1[C:12]([F:13])=[CH:11][C:9]([NH:10][N:1]=[C:20]([C:19](=[O:25])[CH2:18][O:17][CH3:16])[C:21]([O:23][CH3:24])=[O:22])=[C:8]([F:14])[CH:7]=1. The reactants are [N:1]([O-])=O.[Na+].[Br:5][C:6]1[C:12]([F:13])=[CH:11][C:9]([NH2:10])=[C:8]([F:14])[CH:7]=1.Cl.[CH3:16][O:17][CH2:18][C:19](=[O:25])[CH2:20][C:21]([O:23][CH3:24])=[O:22].CC([O-])=O.[Na+]. The yield is 1.00.